Dataset: Reaction yield outcomes from USPTO patents with 853,638 reactions. Task: Predict the reaction yield, written as a fraction of the theoretical maximum amount of product (1.0 means a 100% yield; for example, 0.34 means a 34% yield). The reactants are [CH3:1][O:2][C:3]1[CH:12]=[C:11]([O:13][CH3:14])[CH:10]=[C:9]2[C:4]=1[C:5](=[O:27])[NH:6][C:7]([C:15]1[CH:20]=[CH:19][C:18]([CH:21]3[CH2:26][CH2:25][NH:24][CH2:23][CH2:22]3)=[CH:17][CH:16]=1)=[N:8]2.CCN(CC)CC.[C:35](Cl)(=[O:37])[CH3:36]. The catalyst is C(Cl)Cl. The product is [C:35]([N:24]1[CH2:25][CH2:26][CH:21]([C:18]2[CH:17]=[CH:16][C:15]([C:7]3[NH:6][C:5](=[O:27])[C:4]4[C:9](=[CH:10][C:11]([O:13][CH3:14])=[CH:12][C:3]=4[O:2][CH3:1])[N:8]=3)=[CH:20][CH:19]=2)[CH2:22][CH2:23]1)(=[O:37])[CH3:36]. The yield is 0.300.